This data is from Reaction yield outcomes from USPTO patents with 853,638 reactions. The task is: Predict the reaction yield, written as a fraction of the theoretical maximum amount of product (1.0 means a 100% yield; for example, 0.34 means a 34% yield). (1) The reactants are [CH3:1][O:2][C:3]1[CH:23]=[CH:22][C:6]2[N:7]([CH2:10][C:11]3[CH:21]=[CH:20][C:14]4[N:15]=[C:16]([S:18][CH3:19])[O:17][C:13]=4[CH:12]=3)[CH:8]=[N:9][C:5]=2[CH:4]=1.C1C=C(Cl)C=C(C(OO)=[O:32])C=1. The catalyst is C(Cl)Cl. The product is [CH3:1][O:2][C:3]1[CH:23]=[CH:22][C:6]2[N:7]([CH2:10][C:11]3[CH:21]=[CH:20][C:14]4[N:15]=[C:16]([S:18]([CH3:19])=[O:32])[O:17][C:13]=4[CH:12]=3)[CH:8]=[N:9][C:5]=2[CH:4]=1. The yield is 0.636. (2) The reactants are [F-].C([N+](CCCC)(CCCC)CCCC)CCC.C([C:23]1[C:24](C)=[C:25](C)[C:26]2[C:30]([C:31]3[CH:32]=[N:33][CH:34]=[CH:35][CH:36]=3)=[C:29](O[SiH3])[O:28][C:27]=2[CH:39]=1)(C)(C)C.C1C[O:45]CC1. No catalyst specified. The product is [N:33]1[CH:34]=[CH:35][CH:36]=[C:31]([C:30]2[C:26]3[CH:25]=[CH:24][C:23]([OH:45])=[CH:39][C:27]=3[O:28][CH:29]=2)[CH:32]=1. The yield is 0.790. (3) The reactants are [C:1]1([NH2:12])[C:6](F)=[C:5](F)[C:4](F)=[C:3](N)C=1F.Cl.Cl.[OH-].[Na+].[N+:17]([C:20]1[CH:21]=[C:22]([CH:26]=[CH:27][CH:28]=1)[C:23](Cl)=[O:24])([O-:19])=[O:18].[C:29](#[N:31])[CH3:30]. The catalyst is O. The product is [N:12]12[CH2:3][CH2:4][CH:5]([CH2:6][CH2:1]1)[CH:29]([NH:31][C:23](=[O:24])[C:22]1[CH:26]=[CH:27][CH:28]=[C:20]([N+:17]([O-:19])=[O:18])[CH:21]=1)[CH2:30]2. The yield is 0.740. (4) The reactants are [CH3:1][N:2]([CH2:4][C:5]1[CH:6]=[C:7]([C:11]2[NH:40][C:14]3=[N:15][CH:16]=[CH:17][C:18]([C:19]4[C:20]([C:28]5[CH:33]=[CH:32][C:31]([NH:34][C:35](=[O:39])[N:36]([CH3:38])[CH3:37])=[CH:30][CH:29]=5)=[N:21][N:22]([CH2:24][CH2:25][NH:26][CH3:27])[CH:23]=4)=[C:13]3[CH:12]=2)[CH:8]=[CH:9][CH:10]=1)[CH3:3].[OH-].[Na+].[CH2:43]=O.O. The catalyst is CO.[OH-].[OH-].[Pd+2]. The product is [CH3:27][N:26]([CH3:43])[CH2:25][CH2:24][N:22]1[CH:23]=[C:19]([C:18]2[CH:17]=[CH:16][N:15]=[C:14]3[NH:40][C:11]([C:7]4[CH:8]=[CH:9][CH:10]=[C:5]([CH2:4][N:2]([CH3:3])[CH3:1])[CH:6]=4)=[CH:12][C:13]=23)[C:20]([C:28]2[CH:29]=[CH:30][C:31]([NH:34][C:35](=[O:39])[N:36]([CH3:38])[CH3:37])=[CH:32][CH:33]=2)=[N:21]1. The yield is 0.300. (5) The catalyst is CO.[Pd]. The product is [F:1][C:2]1[CH:7]=[CH:6][C:5]([O:8][C:9]2[CH:10]=[CH:11][C:12]([NH2:15])=[CH:13][CH:14]=2)=[CH:4][C:3]=1[C:18]([F:19])([F:20])[F:21]. The reactants are [F:1][C:2]1[CH:7]=[CH:6][C:5]([O:8][C:9]2[CH:14]=[CH:13][C:12]([N+:15]([O-])=O)=[CH:11][CH:10]=2)=[CH:4][C:3]=1[C:18]([F:21])([F:20])[F:19]. The yield is 0.950. (6) The reactants are [C:1]([CH2:4][CH2:5][C:6]1[CH:11]=[CH:10][C:9]([NH:12][C:13]([C:15]2[N:16](COCC[Si](C)(C)C)[CH:17]=[C:18]([C:20]#[N:21])[N:19]=2)=[O:14])=[C:8]([C:30]2[CH2:35][CH2:34][CH2:33][CH2:32][CH:31]=2)[CH:7]=1)(=[O:3])[NH2:2].CCO.C(O)(C(F)(F)F)=O.C(O)CC. The catalyst is C(Cl)Cl. The product is [C:1]([CH2:4][CH2:5][C:6]1[CH:11]=[CH:10][C:9]([NH:12][C:13]([C:15]2[NH:16][CH:17]=[C:18]([C:20]#[N:21])[N:19]=2)=[O:14])=[C:8]([C:30]2[CH2:35][CH2:34][CH2:33][CH2:32][CH:31]=2)[CH:7]=1)(=[O:3])[NH2:2]. The yield is 0.780. (7) The reactants are [CH3:1][O:2][C:3]1[C:8]2[O:9][CH2:10][CH2:11][O:12][C:7]=2[C:6]([C:13](O)([CH3:16])[CH:14]=[CH2:15])=[CH:5][CH:4]=1.C1(C)C=CC(S([O-])(=O)=O)=CC=1.[NH+:29]1C=C[CH:32]=[CH:31][CH:30]=1. The catalyst is C1(C)C=CC=CC=1. The product is [CH3:1][O:2][C:3]1[C:8]2[O:9][CH2:10][CH2:11][O:12][C:7]=2[C:6]([C:13]2[CH2:16][CH2:32][CH:31]([C:30]#[N:29])[CH2:15][CH:14]=2)=[CH:5][CH:4]=1. The yield is 0.900. (8) The reactants are [Cl:1][C:2]1[CH:3]=[C:4]([C:9](=O)[CH2:10][C:11](=O)[C:12]([F:15])([F:14])[F:13])[CH:5]=[CH:6][C:7]=1[Cl:8].[NH2:18][C:19]1[C:23]([C:24]2[CH:29]=[CH:28][N:27]=[C:26]([CH3:30])[CH:25]=2)=[CH:22][NH:21][N:20]=1. No catalyst specified. The product is [Cl:1][C:2]1[CH:3]=[C:4]([C:9]2[CH:10]=[C:11]([C:12]([F:15])([F:14])[F:13])[N:20]3[N:21]=[CH:22][C:23]([C:24]4[CH:29]=[CH:28][N:27]=[C:26]([CH3:30])[CH:25]=4)=[C:19]3[N:18]=2)[CH:5]=[CH:6][C:7]=1[Cl:8]. The yield is 0.470.